This data is from Forward reaction prediction with 1.9M reactions from USPTO patents (1976-2016). The task is: Predict the product of the given reaction. Given the reactants [F:1][CH:2]([F:15])[O:3][C:4]1[CH:13]=[CH:12][CH:11]=[C:10]([F:14])[C:5]=1[C:6]([O:8]C)=[O:7].[OH-].[Li+], predict the reaction product. The product is: [F:15][CH:2]([F:1])[O:3][C:4]1[CH:13]=[CH:12][CH:11]=[C:10]([F:14])[C:5]=1[C:6]([OH:8])=[O:7].